From a dataset of Catalyst prediction with 721,799 reactions and 888 catalyst types from USPTO. Predict which catalyst facilitates the given reaction. (1) Reactant: [F:1][C:2]1[CH:11]=[C:10]2[C:5]([CH:6]=[CH:7][CH:8]=[N:9]2)=[CH:4][C:3]=1[CH2:12][NH2:13].Br[C:15]1[C:16]([NH2:22])=[N:17][CH:18]=[C:19]([Br:21])[N:20]=1.CCN(C(C)C)C(C)C. Product: [Br:21][C:19]1[N:20]=[C:15]([NH:13][CH2:12][C:3]2[CH:4]=[C:5]3[C:10](=[CH:11][C:2]=2[F:1])[N:9]=[CH:8][CH:7]=[CH:6]3)[C:16]([NH2:22])=[N:17][CH:18]=1. The catalyst class is: 34. (2) Reactant: C([NH:8][CH2:9][CH2:10][O:11][C:12]1[CH:35]=[C:34]([CH:36]([CH3:38])[CH3:37])[CH:33]=[CH:32][C:13]=1[CH2:14][NH:15][C:16]1[C:21]([C:22]([NH:24][C:25]2[CH:30]=[CH:29][C:28]([Cl:31])=[CH:27][CH:26]=2)=[O:23])=[CH:20][CH:19]=[CH:18][N:17]=1)(OC(C)(C)C)=O.C(Cl)Cl. Product: [NH2:8][CH2:9][CH2:10][O:11][C:12]1[CH:35]=[C:34]([CH:36]([CH3:38])[CH3:37])[CH:33]=[CH:32][C:13]=1[CH2:14][NH:15][C:16]1[C:21]([C:22]([NH:24][C:25]2[CH:30]=[CH:29][C:28]([Cl:31])=[CH:27][CH:26]=2)=[O:23])=[CH:20][CH:19]=[CH:18][N:17]=1. The catalyst class is: 55. (3) Reactant: [OH:1][CH2:2][C:3]1[CH:8]=[CH:7][C:6]([C:9]2[CH:14]=[CH:13][C:12]([NH:15][C:16]([C@@H:18]3[CH:23]4[CH2:24][CH2:25][N:20]([CH2:21][CH2:22]4)[CH2:19]3)=[O:17])=[CH:11][CH:10]=2)=[CH:5][CH:4]=1.[CH:26]([N:29]=[C:30]=[O:31])([CH3:28])[CH3:27]. Product: [CH:26]([NH:29][C:30](=[O:31])[O:1][CH2:2][C:3]1[CH:8]=[CH:7][C:6]([C:9]2[CH:10]=[CH:11][C:12]([NH:15][C:16]([C@@H:18]3[CH:23]4[CH2:24][CH2:25][N:20]([CH2:21][CH2:22]4)[CH2:19]3)=[O:17])=[CH:13][CH:14]=2)=[CH:5][CH:4]=1)([CH3:28])[CH3:27]. The catalyst class is: 118. (4) Reactant: Br[C:2]1[CH:3]=[C:4]([N:22]([CH3:29])[CH:23]2[CH2:28][CH2:27][O:26][CH2:25][CH2:24]2)[C:5]([CH3:21])=[C:6]([CH:20]=1)[C:7]([NH:9][CH2:10][C:11]1[C:12](=[O:19])[NH:13][C:14]([CH3:18])=[CH:15][C:16]=1[CH3:17])=[O:8].CC1(C)C(C)(C)OB([C:38]2[CH:39]=[N:40][N:41]([CH2:43][CH2:44][N:45]3[CH2:50][CH2:49][O:48][CH2:47][CH2:46]3)[CH:42]=2)O1.C([O-])([O-])=O.[Na+].[Na+]. The catalyst class is: 70. Product: [CH3:17][C:16]1[CH:15]=[C:14]([CH3:18])[NH:13][C:12](=[O:19])[C:11]=1[CH2:10][NH:9][C:7](=[O:8])[C:6]1[CH:20]=[C:2]([C:38]2[CH:39]=[N:40][N:41]([CH2:43][CH2:44][N:45]3[CH2:50][CH2:49][O:48][CH2:47][CH2:46]3)[CH:42]=2)[CH:3]=[C:4]([N:22]([CH3:29])[CH:23]2[CH2:28][CH2:27][O:26][CH2:25][CH2:24]2)[C:5]=1[CH3:21]. (5) Reactant: [ClH:1].C(OC([NH:9][C:10]1[CH:15]=[C:14]([CH2:16][S:17][C:18]2[C:23]([C:24]([NH:26][C:27]3[CH:32]=[C:31]([CH3:33])[CH:30]=[C:29]([CH3:34])[CH:28]=3)=[O:25])=[CH:22][CH:21]=[CH:20][N:19]=2)[CH:13]=[CH:12][N:11]=1)=O)(C)(C)C.C(O)C. Product: [ClH:1].[NH2:9][C:10]1[CH:15]=[C:14]([CH2:16][S:17][C:18]2[C:23]([C:24]([NH:26][C:27]3[CH:32]=[C:31]([CH3:33])[CH:30]=[C:29]([CH3:34])[CH:28]=3)=[O:25])=[CH:22][CH:21]=[CH:20][N:19]=2)[CH:13]=[CH:12][N:11]=1. The catalyst class is: 12. (6) Reactant: [NH:1]1[CH2:5][CH2:4][CH2:3][CH2:2]1.[CH3:6][C:7]1[CH:12]=[CH:11][C:10]([S:13]([N:16]=[S:17](Cl)([CH3:19])=[O:18])(=[O:15])=[O:14])=[CH:9][CH:8]=1. Product: [CH3:19][S:17](=[N:16][S:13]([C:10]1[CH:11]=[CH:12][C:7]([CH3:6])=[CH:8][CH:9]=1)(=[O:15])=[O:14])([N:1]1[CH2:5][CH2:4][CH2:3][CH2:2]1)=[O:18]. The catalyst class is: 646. (7) Reactant: [F:1][CH:2]([F:13])[O:3][C:4]1[CH:11]=[CH:10][C:7]([CH:8]=[O:9])=[CH:6][C:5]=1[OH:12].C(=O)([O-])[O-].[K+].[K+].[CH2:20](Br)[C:21]1[CH:26]=[CH:25][CH:24]=[CH:23][CH:22]=1. Product: [CH2:20]([O:12][C:5]1[CH:6]=[C:7]([CH:10]=[CH:11][C:4]=1[O:3][CH:2]([F:13])[F:1])[CH:8]=[O:9])[C:21]1[CH:26]=[CH:25][CH:24]=[CH:23][CH:22]=1. The catalyst class is: 10. (8) Reactant: [CH3:1][O:2][C:3]1[CH:4]=[C:5]2[C:10](=[CH:11][C:12]=1[O:13][CH3:14])[N:9]=[CH:8][N:7]=[C:6]2[O:15][C:16]1[CH:21]=[CH:20][C:19]([NH:22][C:23](=O)[CH2:24][O:25][C:26]2[CH:31]=[CH:30][CH:29]=[CH:28][C:27]=2[OH:32])=[CH:18][CH:17]=1.Cl.[OH-].[Na+]. Product: [CH3:1][O:2][C:3]1[CH:4]=[C:5]2[C:10](=[CH:11][C:12]=1[O:13][CH3:14])[N:9]=[CH:8][N:7]=[C:6]2[O:15][C:16]1[CH:17]=[CH:18][C:19]([NH:22][CH2:23][CH2:24][O:25][C:26]2[CH:31]=[CH:30][CH:29]=[CH:28][C:27]=2[OH:32])=[CH:20][CH:21]=1. The catalyst class is: 7. (9) Reactant: [Cl:1][C:2]1[CH:3]=[C:4]([CH:26]=[CH:27][C:28]=1[NH:29][C:30](=[O:35])[C:31]([CH3:34])([CH3:33])[CH3:32])[CH2:5][C:6]1[C:7]([CH2:24][CH3:25])=[N:8][N:9]([CH2:13][C@H:14]([NH:16]C(=O)OC(C)(C)C)[CH3:15])[C:10]=1[CH2:11][CH3:12].[ClH:36]. Product: [ClH:1].[ClH:36].[NH2:16][C@H:14]([CH3:15])[CH2:13][N:9]1[C:10]([CH2:11][CH3:12])=[C:6]([CH2:5][C:4]2[CH:26]=[CH:27][C:28]([NH:29][C:30](=[O:35])[C:31]([CH3:32])([CH3:34])[CH3:33])=[C:2]([Cl:1])[CH:3]=2)[C:7]([CH2:24][CH3:25])=[N:8]1. The catalyst class is: 4.